From a dataset of Reaction yield outcomes from USPTO patents with 853,638 reactions. Predict the reaction yield, written as a fraction of the theoretical maximum amount of product (1.0 means a 100% yield; for example, 0.34 means a 34% yield). The reactants are [Cl:1][C:2]1[CH:21]=[C:20]([Cl:22])[CH:19]=[CH:18][C:3]=1[O:4][CH2:5][C:6]1[CH:7]=[C:8]([CH2:16][OH:17])[CH:9]=[C:10]([O:12][CH:13]([CH3:15])[CH3:14])[CH:11]=1.O[C:24]1[CH:28]=[C:27]([CH2:29][CH2:30][C:31]([O:33]CC)=[O:32])[N:26]([CH3:36])[N:25]=1.C(P(CCCC)CCCC)CCC.N(C(N1CCCCC1)=O)=NC(N1CCCCC1)=O.O1CCCC1CCO.[OH-].[Na+].Cl. The catalyst is O1CCCC1. The product is [Cl:1][C:2]1[CH:21]=[C:20]([Cl:22])[CH:19]=[CH:18][C:3]=1[O:4][CH2:5][C:6]1[CH:7]=[C:8]([CH:9]=[C:10]([O:12][CH:13]([CH3:15])[CH3:14])[CH:11]=1)[CH2:16][O:17][C:24]1[CH:28]=[C:27]([CH2:29][CH2:30][C:31]([OH:33])=[O:32])[N:26]([CH3:36])[N:25]=1. The yield is 0.360.